From a dataset of Full USPTO retrosynthesis dataset with 1.9M reactions from patents (1976-2016). Predict the reactants needed to synthesize the given product. Given the product [C:1]([N:5]1[CH:9]=[C:8]([NH:10][C:11]([NH:13][C:14]2[CH:19]=[C:18]([N:20]3[CH2:29][C:28]4[C:23](=[N:24][C:25]([NH:48][CH3:47])=[N:26][CH:27]=4)[N:22]([CH3:32])[C:21]3=[O:33])[C:17]([Cl:34])=[CH:16][C:15]=2[F:35])=[O:12])[CH:7]=[N:6]1)([CH3:4])([CH3:3])[CH3:2], predict the reactants needed to synthesize it. The reactants are: [C:1]([N:5]1[CH:9]=[C:8]([NH:10][C:11]([NH:13][C:14]2[CH:19]=[C:18]([N:20]3[CH2:29][C:28]4[C:23](=[N:24][C:25](SC)=[N:26][CH:27]=4)[N:22]([CH3:32])[C:21]3=[O:33])[C:17]([Cl:34])=[CH:16][C:15]=2[F:35])=[O:12])[CH:7]=[N:6]1)([CH3:4])([CH3:3])[CH3:2].C1C=C(Cl)C=C(C(OO)=O)C=1.[CH3:47][NH2:48].